From a dataset of Reaction yield outcomes from USPTO patents with 853,638 reactions. Predict the reaction yield, written as a fraction of the theoretical maximum amount of product (1.0 means a 100% yield; for example, 0.34 means a 34% yield). (1) The reactants are Cl[C:2]1[CH:7]=[C:6]([CH3:8])[C:5]([C:9](=[O:11])[CH3:10])=[C:4]([CH3:12])[CH:3]=1.[O-]P([O-])([O-])=O.[K+].[K+].[K+].[C:21]1([OH:27])[CH:26]=[CH:25][CH:24]=[CH:23][CH:22]=1.C(P(C(C)(C)C)C1C=CC=CC=1C1C=CC=CC=1)(C)(C)C. The catalyst is C1(C)C=CC=CC=1.CC([O-])=O.CC([O-])=O.[Pd+2]. The product is [CH3:8][C:6]1[CH:7]=[C:2]([O:27][C:21]2[CH:26]=[CH:25][CH:24]=[CH:23][CH:22]=2)[CH:3]=[C:4]([CH3:12])[C:5]=1[C:9](=[O:11])[CH3:10]. The yield is 0.680. (2) The reactants are Cl.[NH2:2][C@H:3]1[CH2:10][CH2:9][CH2:8][NH:7][C:5](=[O:6])[CH2:4]1.C([O-])([O-])=O.[Na+].[Na+].[C:17](Cl)(=[O:33])[CH2:18][CH2:19][CH2:20][CH2:21][CH2:22][CH2:23][CH2:24][CH2:25][CH2:26][CH2:27][CH2:28][CH2:29][CH2:30][CH2:31][CH3:32]. The catalyst is O.ClCCl. The product is [C:17]([NH:2][C@H:3]1[CH2:10][CH2:9][CH2:8][NH:7][C:5](=[O:6])[CH2:4]1)(=[O:33])[CH2:18][CH2:19][CH2:20][CH2:21][CH2:22][CH2:23][CH2:24][CH2:25][CH2:26][CH2:27][CH2:28][CH2:29][CH2:30][CH2:31][CH3:32]. The yield is 0.770. (3) The reactants are C([O:8][C:9]1[CH:18]=[C:17]2[C:12]([C:13](=O)[NH:14][CH:15]=[N:16]2)=[CH:11][C:10]=1[O:20][CH3:21])C1C=CC=CC=1.CN(C)C=O.S(Cl)([Cl:29])=O. No catalyst specified. The product is [Cl:29][C:13]1[C:12]2[C:17](=[CH:18][C:9]([OH:8])=[C:10]([O:20][CH3:21])[CH:11]=2)[N:16]=[CH:15][N:14]=1. The yield is 1.00. (4) The reactants are [CH:1]1([C:6]([C:8]2[CH:13]=[C:12]([CH3:14])[CH:11]=[CH:10][C:9]=2[NH:15][C:16](=[O:30])[NH:17][C:18]2[S:19][CH:20]=[C:21]([CH2:23][CH2:24]OS(C)(=O)=O)[N:22]=2)=[O:7])[CH2:5][CH2:4][CH2:3][CH2:2]1.[CH3:31][N:32]1[CH:36]=[CH:35][N:34]=[C:33]1[SH:37]. No catalyst specified. The product is [CH:1]1([C:6]([C:8]2[CH:13]=[C:12]([CH3:14])[CH:11]=[CH:10][C:9]=2[NH:15][C:16]([NH:17][C:18]2[S:19][CH:20]=[C:21]([CH2:23][CH2:24][S:37][C:33]3[N:32]([CH3:31])[CH:36]=[CH:35][N:34]=3)[N:22]=2)=[O:30])=[O:7])[CH2:2][CH2:3][CH2:4][CH2:5]1. The yield is 0.430. (5) The reactants are CN(C(ON1N=NC2C=CC=NC1=2)=[N+](C)C)C.F[P-](F)(F)(F)(F)F.[NH2:25][C:26]1[C:27]([C:36]([OH:38])=O)=[CH:28][C:29]2[C:34]([CH:35]=1)=[CH:33][CH:32]=[CH:31][CH:30]=2.[NH2:39][C@@H:40]([C:49]1[CH:54]=[CH:53][CH:52]=[CH:51][CH:50]=1)[CH2:41][C:42]([O:44][C:45]([CH3:48])([CH3:47])[CH3:46])=[O:43].C(N(CC)C(C)C)(C)C.C([O-])(O)=O.[Na+]. The catalyst is CN(C=O)C.C(OCC)(=O)C. The product is [NH2:25][C:26]1[C:27]([C:36]([NH:39][C@@H:40]([C:49]2[CH:54]=[CH:53][CH:52]=[CH:51][CH:50]=2)[CH2:41][C:42]([O:44][C:45]([CH3:48])([CH3:46])[CH3:47])=[O:43])=[O:38])=[CH:28][C:29]2[C:34]([CH:35]=1)=[CH:33][CH:32]=[CH:31][CH:30]=2. The yield is 0.940. (6) The reactants are Cl[C:2]1[CH:7]=[C:6]([NH:8][C:9]2[C:18]([F:19])=[CH:17][CH:16]=[CH:15][C:10]=2[C:11]([NH:13][CH3:14])=[O:12])[C:5]([Cl:20])=[CH:4][N:3]=1.[CH3:21][N:22]([CH2:24][C:25]1[CH:26]=[C:27]([NH2:31])[N:28]([CH3:30])[N:29]=1)[CH3:23].C(=O)([O-])[O-].[Cs+].[Cs+].CC1(C)C2C(=C(P(C3C=CC=CC=3)C3C=CC=CC=3)C=CC=2)OC2C(P(C3C=CC=CC=3)C3C=CC=CC=3)=CC=CC1=2. The catalyst is O1CCOCC1.CC([O-])=O.CC([O-])=O.[Pd+2]. The product is [Cl:20][C:5]1[C:6]([NH:8][C:9]2[C:18]([F:19])=[CH:17][CH:16]=[CH:15][C:10]=2[C:11]([NH:13][CH3:14])=[O:12])=[CH:7][C:2]([NH:31][C:27]2[N:28]([CH3:30])[N:29]=[C:25]([CH2:24][N:22]([CH3:23])[CH3:21])[CH:26]=2)=[N:3][CH:4]=1. The yield is 0.0600. (7) The reactants are C[O:2][C:3]([C:5]1[S:6][C:7]([C:28]2[CH:33]=[CH:32][CH:31]=[CH:30][CH:29]=2)=[CH:8][C:9]=1[N:10]([CH:20]1[CH2:25][CH2:24][C:23]([OH:27])([CH3:26])[CH2:22][CH2:21]1)[C:11]([C@H:13]1[CH2:18][CH2:17][C@@H:16]([CH3:19])[CH2:15][CH2:14]1)=[O:12])=[O:4].[OH-].[Li+]. The catalyst is O1CCCC1.O.CO. The product is [OH:27][C:23]1([CH3:26])[CH2:22][CH2:21][CH:20]([N:10]([C:11]([C@H:13]2[CH2:14][CH2:15][C@@H:16]([CH3:19])[CH2:17][CH2:18]2)=[O:12])[C:9]2[CH:8]=[C:7]([C:28]3[CH:29]=[CH:30][CH:31]=[CH:32][CH:33]=3)[S:6][C:5]=2[C:3]([OH:4])=[O:2])[CH2:25][CH2:24]1. The yield is 0.740. (8) The reactants are [CH3:1][S:2]([O:5][CH2:6][CH2:7][N:8]([CH2:25][CH2:26][O:27][S:28]([CH3:31])(=[O:30])=[O:29])[C:9]1[C:10]([N+:22]([O-:24])=[O:23])=[CH:11][C:12]([N+:19]([O-:21])=[O:20])=[C:13]([CH:18]=1)[C:14]([O:16]C)=[O:15])(=[O:4])=[O:3].[OH-].[K+]. The catalyst is O1CCOCC1. The product is [CH3:31][S:28]([O:27][CH2:26][CH2:25][N:8]([CH2:7][CH2:6][O:5][S:2]([CH3:1])(=[O:4])=[O:3])[C:9]1[C:10]([N+:22]([O-:24])=[O:23])=[CH:11][C:12]([N+:19]([O-:21])=[O:20])=[C:13]([CH:18]=1)[C:14]([OH:16])=[O:15])(=[O:29])=[O:30]. The yield is 1.00. (9) The reactants are F[C:2]1[CH:10]=[CH:9][C:8]([S:11]([CH3:14])(=[O:13])=[O:12])=[CH:7][C:3]=1[C:4]([OH:6])=[O:5].C(=O)([O-])[O-].[Cs+].[Cs+].[CH3:21][S-:22].[Na+].Cl. The catalyst is CN(C)C=O. The product is [CH3:14][S:11]([C:8]1[CH:9]=[CH:10][C:2]([S:22][CH3:21])=[C:3]([CH:7]=1)[C:4]([OH:6])=[O:5])(=[O:13])=[O:12]. The yield is 0.990.